This data is from Catalyst prediction with 721,799 reactions and 888 catalyst types from USPTO. The task is: Predict which catalyst facilitates the given reaction. Reactant: C[O:2][C:3]1[CH:8]=[CH:7][C:6]([N:9]2[C:15](=[O:16])[CH2:14][C:13](=[O:17])[NH:12][C:11]3[C:18]4[CH2:19][CH2:20][CH2:21][CH2:22][C:23]=4[CH:24]=[CH:25][C:10]2=3)=[CH:5][CH:4]=1.[B]. Product: [OH:2][C:3]1[CH:4]=[CH:5][C:6]([N:9]2[C:15](=[O:16])[CH2:14][C:13](=[O:17])[NH:12][C:11]3[C:18]4[CH2:19][CH2:20][CH2:21][CH2:22][C:23]=4[CH:24]=[CH:25][C:10]2=3)=[CH:7][CH:8]=1. The catalyst class is: 4.